From a dataset of Full USPTO retrosynthesis dataset with 1.9M reactions from patents (1976-2016). Predict the reactants needed to synthesize the given product. (1) Given the product [CH:46]([C:6]1[CH:7]=[CH:8][C:3]([O:2][CH3:1])=[C:4]([C:9]2[N:14]=[CH:13][N:12]=[C:11]([NH:15][C:16]3[CH:17]=[C:18]([CH2:22][S:23]([NH2:26])(=[O:25])=[O:24])[CH:19]=[CH:20][CH:21]=3)[N:10]=2)[CH:5]=1)=[O:47], predict the reactants needed to synthesize it. The reactants are: [CH3:1][O:2][C:3]1[CH:8]=[CH:7][CH:6]=[CH:5][C:4]=1[C:9]1[N:14]=[CH:13][N:12]=[C:11]([NH:15][C:16]2[CH:17]=[C:18]([CH2:22][S:23]([NH2:26])(=[O:25])=[O:24])[CH:19]=[CH:20][CH:21]=2)[N:10]=1.ClC1N=CN=C(NC2C=C(CS(N)(=O)=O)C=CC=2)N=1.[CH:46](C1C=CC(OC)=C(B(O)O)C=1)=[O:47]. (2) Given the product [F:31][C:17]([F:16])([F:30])[C:18]([C:21]1[CH:26]=[N:25][CH:24]=[C:23]([C:2]2[CH:3]=[C:4]3[C:9](=[CH:10][CH:11]=2)[N:8]2[C:12]([CH3:15])=[N:13][N:14]=[C:7]2[CH2:6][CH2:5]3)[CH:22]=1)([OH:20])[CH3:19], predict the reactants needed to synthesize it. The reactants are: Br[C:2]1[CH:3]=[C:4]2[C:9](=[CH:10][CH:11]=1)[N:8]1[C:12]([CH3:15])=[N:13][N:14]=[C:7]1[CH2:6][CH2:5]2.[F:16][C:17]([F:31])([F:30])[C:18]([C:21]1[CH:22]=[C:23](B(O)O)[CH:24]=[N:25][CH:26]=1)([OH:20])[CH3:19].C(=O)([O-])[O-].[K+].[K+].C(O)(C)(C)C. (3) Given the product [CH2:32]([C:34]1[CH:35]=[C:36]([O:40][CH2:2][CH2:3][CH2:4][S:5]([N:8]2[CH2:13][CH2:12][CH:11]([C:14]3[C:22]4[C:17](=[C:18]([C:29]([NH2:31])=[O:30])[CH:19]=[C:20]([C:23]5[CH:28]=[CH:27][CH:26]=[CH:25][CH:24]=5)[CH:21]=4)[NH:16][CH:15]=3)[CH2:10][CH2:9]2)(=[O:7])=[O:6])[CH:37]=[CH:38][CH:39]=1)[CH3:33], predict the reactants needed to synthesize it. The reactants are: Cl[CH2:2][CH2:3][CH2:4][S:5]([N:8]1[CH2:13][CH2:12][CH:11]([C:14]2[C:22]3[C:17](=[C:18]([C:29]([NH2:31])=[O:30])[CH:19]=[C:20]([C:23]4[CH:28]=[CH:27][CH:26]=[CH:25][CH:24]=4)[CH:21]=3)[NH:16][CH:15]=2)[CH2:10][CH2:9]1)(=[O:7])=[O:6].[CH2:32]([C:34]1[CH:35]=[C:36]([OH:40])[CH:37]=[CH:38][CH:39]=1)[CH3:33].C([O-])([O-])=O.[K+].[K+].[I-].[Na+]. (4) Given the product [C:1]([O:5][C:6](=[O:24])[NH:7][CH:8]1[CH2:9][CH2:10][CH:11]([O:14][C:15]2[C:20]([NH2:21])=[CH:19][CH:18]=[CH:17][N:16]=2)[CH2:12][CH2:13]1)([CH3:4])([CH3:2])[CH3:3], predict the reactants needed to synthesize it. The reactants are: [C:1]([O:5][C:6](=[O:24])[NH:7][CH:8]1[CH2:13][CH2:12][CH:11]([O:14][C:15]2[C:20]([N+:21]([O-])=O)=[CH:19][CH:18]=[CH:17][N:16]=2)[CH2:10][CH2:9]1)([CH3:4])([CH3:3])[CH3:2]. (5) The reactants are: [O:1]=[C:2]1[C:10]2[C:5](=[CH:6][C:7]([S:11]CCC(OCC(CC)CCCC)=O)=[CH:8][CH:9]=2)[CH2:4][CH2:3]1.CC[O-].[Na+]. Given the product [SH:11][C:7]1[CH:6]=[C:5]2[C:10](=[CH:9][CH:8]=1)[C:2](=[O:1])[CH2:3][CH2:4]2, predict the reactants needed to synthesize it.